Dataset: Reaction yield outcomes from USPTO patents with 853,638 reactions. Task: Predict the reaction yield, written as a fraction of the theoretical maximum amount of product (1.0 means a 100% yield; for example, 0.34 means a 34% yield). (1) The reactants are [CH2:1]([O:5][C:6]1[CH:10]=[C:9]([CH2:11][CH2:12][S:13]([NH2:16])(=[O:15])=[O:14])[N:8]([CH2:17][C:18]2[CH:23]=[CH:22][C:21]([Cl:24])=[CH:20][C:19]=2[Cl:25])[N:7]=1)[CH2:2][CH2:3][CH3:4].[CH:26](N(CC)C(C)C)(C)C.Cl[C:36]([O:38][CH2:39][CH2:40][CH2:41][CH2:42][CH2:43][CH3:44])=[O:37]. The catalyst is CN(C)C1C=CN=CC=1.CN(C)C(=O)C. The product is [CH2:1]([O:5][C:6]1[CH:10]=[C:9]([CH2:11][CH2:12][S:13]([NH:16][C:36](=[O:37])[O:38][CH2:39][C:40]2[CH:26]=[CH:44][CH:43]=[CH:42][CH:41]=2)(=[O:14])=[O:15])[N:8]([CH2:17][C:18]2[CH:23]=[CH:22][C:21]([Cl:24])=[CH:20][C:19]=2[Cl:25])[N:7]=1)[CH2:2][CH2:3][CH3:4]. The yield is 0.410. (2) The catalyst is CO.O. The product is [F:1][CH:2]([F:23])[O:3][C:4]1[CH:22]=[CH:21][C:7]([C:8](=[N:31][OH:30])[CH:10]2[CH2:13][N:12]([C:14]([O:16][C:17]([CH3:20])([CH3:19])[CH3:18])=[O:15])[CH2:11]2)=[CH:6][CH:5]=1. The reactants are [F:1][CH:2]([F:23])[O:3][C:4]1[CH:22]=[CH:21][C:7]([C:8]([CH:10]2[CH2:13][N:12]([C:14]([O:16][C:17]([CH3:20])([CH3:19])[CH3:18])=[O:15])[CH2:11]2)=O)=[CH:6][CH:5]=1.C([O-])(=O)C.[Na+].Cl.[OH:30][NH2:31]. The yield is 0.960. (3) The reactants are C(S[C:5]1[C:10]([F:11])=[CH:9][N:8]([C:12]2[CH:16]=[CH:15][S:14][CH:13]=2)[C:7](=[O:17])[N:6]=1)C=C.[F:18][C:19]1[CH:24]=[CH:23][CH:22]=[CH:21][C:20]=1[CH2:25][NH2:26]. The catalyst is CO. The product is [F:11][C:10]1[C:5]([NH:26][CH2:25][C:20]2[CH:21]=[CH:22][CH:23]=[CH:24][C:19]=2[F:18])=[N:6][C:7](=[O:17])[N:8]([C:12]2[CH:16]=[CH:15][S:14][CH:13]=2)[CH:9]=1. The yield is 0.200. (4) The reactants are [CH:1]1[CH:2]=[C:3]2[C:10](=[O:11])[N:9]([CH:12]3[C:18](=[O:19])[NH:17][C:15](=[O:16])[CH2:14][CH2:13]3)[CH2:8][C:4]2=[C:5]([NH2:7])[CH:6]=1.[C:20](Cl)(=[O:23])[CH2:21][CH3:22]. The catalyst is N1C=CC=CC=1. The product is [O:19]=[C:18]1[CH:12]([N:9]2[CH2:8][C:4]3[C:3](=[CH:2][CH:1]=[CH:6][C:5]=3[NH:7][C:20](=[O:23])[CH2:21][CH3:22])[C:10]2=[O:11])[CH2:13][CH2:14][C:15](=[O:16])[NH:17]1. The yield is 0.500. (5) The reactants are Br[C:2]1[CH:3]=[C:4]([CH:9]=[C:10]([C:12]([F:15])([F:14])[F:13])[CH:11]=1)[C:5]([O:7][CH3:8])=[O:6].O.[CH3:17][N:18]1[CH:22]=[C:21](B2OC(C)(C)C(C)(C)O2)[CH:20]=[N:19]1.C(=O)([O-])[O-].[Na+].[Na+]. The catalyst is O1CCOCC1.CCOC(C)=O.CCCCCC. The product is [CH3:17][N:18]1[CH:22]=[C:21]([C:2]2[CH:3]=[C:4]([CH:9]=[C:10]([C:12]([F:15])([F:14])[F:13])[CH:11]=2)[C:5]([O:7][CH3:8])=[O:6])[CH:20]=[N:19]1. The yield is 1.00. (6) The reactants are [CH2:1]([O:3][C:4](=[O:47])[CH2:5][CH2:6][CH2:7][O:8][C:9]1[CH:14]=[CH:13][CH:12]=[C:11]([CH2:15][CH2:16][CH2:17][CH2:18][CH2:19][CH2:20][O:21][C:22]2[CH:23]=[C:24]([C:30]3[CH:35]=[CH:34][C:33]([S:36]([CH3:39])(=[O:38])=[O:37])=[CH:32][CH:31]=3)[CH:25]=[C:26]([CH2:28][OH:29])[CH:27]=2)[C:10]=1[CH2:40][CH2:41][C:42]([O:44][CH2:45][CH3:46])=[O:43])[CH3:2].[H-].[Na+].I[CH3:51]. The catalyst is CN(C=O)C. The product is [CH2:1]([O:3][C:4](=[O:47])[CH2:5][CH2:6][CH2:7][O:8][C:9]1[CH:14]=[CH:13][CH:12]=[C:11]([CH2:15][CH2:16][CH2:17][CH2:18][CH2:19][CH2:20][O:21][C:22]2[CH:23]=[C:24]([C:30]3[CH:35]=[CH:34][C:33]([S:36]([CH3:39])(=[O:38])=[O:37])=[CH:32][CH:31]=3)[CH:25]=[C:26]([CH2:28][O:29][CH3:51])[CH:27]=2)[C:10]=1[CH2:40][CH2:41][C:42]([O:44][CH2:45][CH3:46])=[O:43])[CH3:2]. The yield is 0.780. (7) The reactants are [NH2:1][C@H:2]1[CH2:7][CH2:6][C@H:5]([N:8]2[C:12]3=[N:13][CH:14]=[CH:15][N:16]=[C:11]3[N:10]([CH:17]3[CH2:19][CH2:18]3)[C:9]2=[O:20])[CH2:4][CH2:3]1.Cl[C:22]1[CH:31]=[CH:30][C:29]2[C:24](=[CH:25][CH:26]=[CH:27][N:28]=2)[N:23]=1.C(N(C(C)C)CC)(C)C. The catalyst is CS(C)=O. The product is [N:23]1[C:24]2[C:29](=[N:28][CH:27]=[CH:26][CH:25]=2)[CH:30]=[CH:31][C:22]=1[NH:1][C@H:2]1[CH2:7][CH2:6][C@H:5]([N:8]2[C:12]3=[N:13][CH:14]=[CH:15][N:16]=[C:11]3[N:10]([CH:17]3[CH2:19][CH2:18]3)[C:9]2=[O:20])[CH2:4][CH2:3]1. The yield is 0.0470.